Dataset: Full USPTO retrosynthesis dataset with 1.9M reactions from patents (1976-2016). Task: Predict the reactants needed to synthesize the given product. (1) Given the product [CH2:13]([C:9]1([CH3:12])[C:8]2[CH:19]=[CH:20][C:5]([C:3]([OH:4])=[O:2])=[CH:6][C:7]=2[O:11][CH2:10]1)/[CH:14]=[CH:15]/[CH2:16][CH2:17][CH3:18], predict the reactants needed to synthesize it. The reactants are: C[O:2][C:3]([C:5]1[CH:20]=[CH:19][C:8]2[C:9]([CH2:13]/[CH:14]=[CH:15]/[CH2:16][CH2:17][CH3:18])([CH3:12])[CH2:10][O:11][C:7]=2[CH:6]=1)=[O:4].[OH-].[Na+].C(O)C.Cl. (2) Given the product [Cl:11][C:12]1[CH:13]=[CH:14][C:15]([CH2:16][NH:17][C:18]([C:20]2[S:24][C:23]([NH:25][C:2](=[O:9])[C:3]3[CH:8]=[CH:7][N:6]=[CH:5][CH:4]=3)=[N:22][C:21]=2[CH3:26])=[O:19])=[CH:27][CH:28]=1, predict the reactants needed to synthesize it. The reactants are: Cl.[C:2](Cl)(=[O:9])[C:3]1[CH:8]=[CH:7][N:6]=[CH:5][CH:4]=1.[Cl:11][C:12]1[CH:28]=[CH:27][C:15]([CH2:16][NH:17][C:18]([C:20]2[S:24][C:23]([NH2:25])=[N:22][C:21]=2[CH3:26])=[O:19])=[CH:14][CH:13]=1. (3) Given the product [Cl:12][C:13]1[CH:20]=[CH:19][C:16]([C:17]#[N:18])=[C:15]([O:5][C@@H:4]([C:6]2[CH:11]=[CH:10][CH:9]=[CH:8][CH:7]=2)[CH2:3][CH2:2][Cl:1])[CH:14]=1, predict the reactants needed to synthesize it. The reactants are: [Cl:1][CH2:2][CH2:3][C@@H:4]([C:6]1[CH:11]=[CH:10][CH:9]=[CH:8][CH:7]=1)[OH:5].[Cl:12][C:13]1[CH:20]=[CH:19][C:16]([C:17]#[N:18])=[C:15](O)[CH:14]=1.C1(P(C2C=CC=CC=2)C2C=CC=CC=2)C=CC=CC=1.N(C(OCC)=O)=NC(OCC)=O. (4) Given the product [CH3:1][C@@H:2]1[C@H:3]([OH:37])[CH2:4][CH2:5][C@@:6]2([CH3:36])[C@H:7]1[CH2:8][CH2:9][C@:10]1([CH3:35])[C@@:15]3([CH3:33])[CH2:16][C@H:17]([O:29][C:30]([CH3:32])=[O:31])/[C:18](=[C:19](\[C:20]([OH:22])=[O:21])/[CH2:23][CH2:24][CH:25]=[C:26]([CH3:27])[CH3:28])/[C@@H:14]3[CH2:13][C@@H:12]([OH:34])[C@H:11]12, predict the reactants needed to synthesize it. The reactants are: [CH3:1][C@H:2]1[C@@H:7]2[CH2:8][CH2:9][C@:10]3([CH3:35])[C@@:15]4([CH3:33])[CH2:16][C@H:17]([O:29][C:30]([CH3:32])=[O:31])/[C:18](=[C:19](/[CH2:23][CH2:24][CH:25]=[C:26]([CH3:28])[CH3:27])\[C:20]([OH:22])=[O:21])/[C@@H:14]4[CH2:13][C@@H:12]([OH:34])[C@H:11]3[C@@:6]2([CH3:36])[CH2:5][CH2:4][C@H:3]1[OH:37].[CH3:1][C@H:2]1[C@@H:7]2[CH2:8][CH2:9][C@:10]3([CH3:35])[C@@:15]4([CH3:33])[CH2:16][C@H:17]([O:29][C:30]([CH3:32])=[O:31])/[C:18](=[C:19](/[CH2:23][CH2:24][CH:25]=[C:26]([CH3:27])[CH3:28])\[C:20]([OH:22])=[O:21])/[C@@H:14]4[CH2:13][C@@H:12]([OH:34])[C@H:11]3[C@@:6]2([CH3:36])[CH2:5][CH2:4][C@H:3]1[OH:37].O. (5) Given the product [O:47]=[C:45]1[C:44]2[C:43](=[CH:51][CH:50]=[CH:49][CH:48]=2)[C:42](=[O:52])[N:46]1[CH2:21][C:4]1[N:3]([CH2:1][CH3:2])[C:7]([S:8][C:9]2[CH:16]=[C:13]([C:14]#[N:15])[CH:12]=[C:11]([CH:10]=2)[C:17]#[N:18])=[C:6]([CH2:19][CH3:20])[N:5]=1, predict the reactants needed to synthesize it. The reactants are: [CH2:1]([N:3]1[C:7]([S:8][C:9]2[CH:10]=[C:11]([C:17]#[N:18])[CH:12]=[C:13]([CH:16]=2)[C:14]#[N:15])=[C:6]([CH2:19][CH3:20])[N:5]=[C:4]1[CH2:21]O)[CH3:2].C1(P(C2C=CC=CC=2)C2C=CC=CC=2)C=CC=CC=1.[C:42]1(=[O:52])[NH:46][C:45](=[O:47])[C:44]2=[CH:48][CH:49]=[CH:50][CH:51]=[C:43]12.N(C(OC(C)C)=O)=NC(OC(C)C)=O. (6) Given the product [Br:1][C:2]1[C:3]([O:23][CH3:24])=[C:4]([CH:10]([N:12]2[C:16]3=[N:17][CH:18]=[N:19][C:20]([NH2:21])=[C:15]3[C:14]([CH:32]=[CH2:33])=[N:13]2)[CH3:11])[CH:5]=[C:6]([Cl:9])[C:7]=1[CH3:8], predict the reactants needed to synthesize it. The reactants are: [Br:1][C:2]1[C:3]([O:23][CH3:24])=[C:4]([CH:10]([N:12]2[C:16]3=[N:17][CH:18]=[N:19][C:20]([NH2:21])=[C:15]3[C:14](I)=[N:13]2)[CH3:11])[CH:5]=[C:6]([Cl:9])[C:7]=1[CH3:8].C(=O)([O-])[O-].[Na+].[Na+].O1CCO[CH2:33][CH2:32]1. (7) Given the product [F:9][C:2]([F:1])([F:8])[C:3]([N:20]1[CH2:21][CH2:22][CH2:23][CH:18]([OH:17])[CH2:19]1)=[O:5], predict the reactants needed to synthesize it. The reactants are: [F:1][C:2]([F:9])([F:8])[C:3]([O:5]CC)=O.C(N(CC)CC)C.[OH:17][CH:18]1[CH2:23][CH2:22][CH2:21][NH:20][CH2:19]1.